The task is: Predict the product of the given reaction.. This data is from Forward reaction prediction with 1.9M reactions from USPTO patents (1976-2016). Given the reactants [C:1]([C@@H:4]1[CH2:9][N:8]2[CH2:10][CH2:11][CH2:12][C@@H:7]2[CH2:6][N:5]1C(OC(C)(C)C)=O)(=[S:3])[NH2:2].Br[CH2:21][C:22]([C:24]1[CH:29]=[CH:28][CH:27]=[CH:26][CH:25]=1)=O.C(=O)([O-])O.[K+].FC(F)(F)C(OC(=O)C(F)(F)F)=O.N1C(C)=CC(C)=CC=1C, predict the reaction product. The product is: [C:24]1([C:22]2[N:2]=[C:1]([C@@H:4]3[CH2:9][N:8]4[CH2:10][CH2:11][CH2:12][C@@H:7]4[CH2:6][NH:5]3)[S:3][CH:21]=2)[CH:29]=[CH:28][CH:27]=[CH:26][CH:25]=1.